This data is from Full USPTO retrosynthesis dataset with 1.9M reactions from patents (1976-2016). The task is: Predict the reactants needed to synthesize the given product. (1) Given the product [CH3:44][S:45]([O:1][CH2:2][CH2:3][C:4]1[CH:5]=[CH:6][C:7]([N:10]2[C:32]([NH:33][C:34](=[O:36])[CH3:35])=[C:13]3[C:14](=[O:31])[N:15]([CH2:22][C:23]4[CH:28]=[CH:27][C:26]([O:29][CH3:30])=[CH:25][CH:24]=4)[C:16]4[CH:17]=[CH:18][CH:19]=[CH:20][C:21]=4[C:12]3=[N:11]2)=[CH:8][CH:9]=1)(=[O:47])=[O:46], predict the reactants needed to synthesize it. The reactants are: [OH:1][CH2:2][CH2:3][C:4]1[CH:9]=[CH:8][C:7]([N:10]2[C:32]([NH:33][C:34](=[O:36])[CH3:35])=[C:13]3[C:14](=[O:31])[N:15]([CH2:22][C:23]4[CH:28]=[CH:27][C:26]([O:29][CH3:30])=[CH:25][CH:24]=4)[C:16]4[CH:17]=[CH:18][CH:19]=[CH:20][C:21]=4[C:12]3=[N:11]2)=[CH:6][CH:5]=1.C(N(CC)CC)C.[CH3:44][S:45](Cl)(=[O:47])=[O:46]. (2) The reactants are: [NH2:1][C:2]1[CH:7]=[CH:6][C:5]([C@@H:8]2[O:13][CH2:12][CH2:11][N:10]([C@@H:14]([C:16]3[CH:21]=[CH:20][CH:19]=[CH:18][CH:17]=3)[CH3:15])[CH2:9]2)=[CH:4][CH:3]=1.C(N(CC)CC)C.[Cl:29][CH2:30][C:31](Cl)=[O:32]. Given the product [Cl:29][CH2:30][C:31]([NH:1][C:2]1[CH:3]=[CH:4][C:5]([C@@H:8]2[O:13][CH2:12][CH2:11][N:10]([C@@H:14]([C:16]3[CH:17]=[CH:18][CH:19]=[CH:20][CH:21]=3)[CH3:15])[CH2:9]2)=[CH:6][CH:7]=1)=[O:32], predict the reactants needed to synthesize it. (3) Given the product [Br:30][CH2:31][C:32]([N:2]([CH2:3][C@H:4]([C:13]1[CH:22]=[CH:21][C:20]2[C:15](=[CH:16][CH:17]=[CH:18][CH:19]=2)[CH:14]=1)[C@H:5]([OH:6])[C:7]1[CH:8]=[CH:9][CH:10]=[CH:11][CH:12]=1)[CH3:1])=[O:33], predict the reactants needed to synthesize it. The reactants are: [CH3:1][NH:2][CH2:3][C@H:4]([C:13]1[CH:22]=[CH:21][C:20]2[C:15](=[CH:16][CH:17]=[CH:18][CH:19]=2)[CH:14]=1)[C@@H:5]([C:7]1[CH:12]=[CH:11][CH:10]=[CH:9][CH:8]=1)[OH:6].C(N(CC)CC)C.[Br:30][CH2:31][C:32](Br)=[O:33]. (4) Given the product [CH2:57]([O:56][C:48]1[CH:47]=[C:46]([C:17]2[NH:16][C:20](=[O:21])[C:19]3([CH2:26][CH2:25][N:24]([S:27]([CH2:30][CH2:31][C:32]4[CH:37]=[CH:36][C:35]([C:38]([OH:40])=[O:39])=[CH:34][C:33]=4[CH3:45])(=[O:29])=[O:28])[CH2:23][CH2:22]3)[N:18]=2)[CH:51]=[C:50]([C:52]([F:54])([F:55])[F:53])[CH:49]=1)[CH2:58][C:59]#[CH:60], predict the reactants needed to synthesize it. The reactants are: Cl.O1CCOCC1.O.C(OC([N:16]1[C:20](=[O:21])[C:19]2([CH2:26][CH2:25][N:24]([S:27]([CH2:30][CH2:31][C:32]3[CH:37]=[CH:36][C:35]([C:38]([O:40]C(C)(C)C)=[O:39])=[CH:34][C:33]=3[CH3:45])(=[O:29])=[O:28])[CH2:23][CH2:22]2)[N:18]=[C:17]1[C:46]1[CH:51]=[C:50]([C:52]([F:55])([F:54])[F:53])[CH:49]=[C:48]([O:56][CH2:57][CH2:58][C:59]#[CH:60])[CH:47]=1)=O)(C)(C)C. (5) Given the product [CH3:9][O:8][C:5]1[N:4]=[C:3]([CH2:10][O:11][CH2:12][O:13][CH3:14])[C:2]([N:21]2[CH2:25][CH2:24][CH2:23][CH2:22]2)=[CH:7][CH:6]=1, predict the reactants needed to synthesize it. The reactants are: Br[C:2]1[C:3]([CH2:10][O:11][CH2:12][O:13][CH3:14])=[N:4][C:5]([O:8][CH3:9])=[CH:6][CH:7]=1.CC(C)([O-])C.[Na+].[NH:21]1[CH2:25][CH2:24][CH2:23][CH2:22]1. (6) Given the product [CH3:3][O:4][C:5]1[CH:14]=[C:13]([C:15]2[CH:20]=[CH:19][CH:18]=[CH:17][CH:16]=2)[CH:12]=[CH:11][C:6]=1[C:7]([OH:9])=[O:8], predict the reactants needed to synthesize it. The reactants are: [OH-].[Na+].[CH3:3][O:4][C:5]1[CH:14]=[C:13]([C:15]2[CH:20]=[CH:19][CH:18]=[CH:17][CH:16]=2)[CH:12]=[CH:11][C:6]=1[C:7]([O:9]C)=[O:8]. (7) Given the product [N:17]1([C:15]2[CH:14]=[C:13]([NH:21][C:22]3[NH:23][N:24]=[C:25]([CH3:27])[CH:26]=3)[N:12]=[C:11]([S:10][C:7]3[CH:8]=[CH:9][C:4]([C:3]([OH:28])=[O:2])=[CH:5][CH:6]=3)[N:16]=2)[CH2:18][CH2:19][CH2:20]1, predict the reactants needed to synthesize it. The reactants are: C[O:2][C:3](=[O:28])[C:4]1[CH:9]=[CH:8][C:7]([S:10][C:11]2[N:16]=[C:15]([N:17]3[CH2:20][CH2:19][CH2:18]3)[CH:14]=[C:13]([NH:21][C:22]3[NH:23][N:24]=[C:25]([CH3:27])[CH:26]=3)[N:12]=2)=[CH:6][CH:5]=1.[OH-].[Na+].O1CCCC1. (8) Given the product [F:1][C:2]1[CH:9]=[CH:8][C:7]([CH:10]2[C:23]3[CH:22]=[CH:21][C:20]4[C:15](=[N:16][CH:17]=[CH:18][CH:19]=4)[C:14]=3[NH:13][S:12](=[O:25])(=[O:24])[N:11]2[CH3:26])=[CH:6][C:3]=1[CH2:4][N:27]1[CH2:32][CH2:31][NH:30][CH2:29][CH2:28]1, predict the reactants needed to synthesize it. The reactants are: [F:1][C:2]1[CH:9]=[CH:8][C:7]([CH:10]2[C:23]3[CH:22]=[CH:21][C:20]4[C:15](=[N:16][CH:17]=[CH:18][CH:19]=4)[C:14]=3[NH:13][S:12](=[O:25])(=[O:24])[N:11]2[CH3:26])=[CH:6][C:3]=1[CH:4]=O.[NH:27]1[CH2:32][CH2:31][NH:30][CH2:29][CH2:28]1.C(O[BH-](OC(=O)C)OC(=O)C)(=O)C.[Na+].